From a dataset of Forward reaction prediction with 1.9M reactions from USPTO patents (1976-2016). Predict the product of the given reaction. Given the reactants [Br:1][C:2]1[C:7]([CH3:8])=[CH:6][C:5](I)=[CH:4][C:3]=1[CH3:10].CC1(C)C(C)(C)OB([C:19]2[CH:20]=[N:21][CH:22]=[N:23][CH:24]=2)O1.C([O-])([O-])=O.[Na+].[Na+], predict the reaction product. The product is: [Br:1][C:2]1[C:7]([CH3:8])=[CH:6][C:5]([C:19]2[CH:20]=[N:21][CH:22]=[N:23][CH:24]=2)=[CH:4][C:3]=1[CH3:10].